Task: Predict the reactants needed to synthesize the given product.. Dataset: Full USPTO retrosynthesis dataset with 1.9M reactions from patents (1976-2016) The reactants are: [OH:1][C:2]1[C:11]2[C:6](=[CH:7][CH:8]=[CH:9][CH:10]=2)[N:5]=[CH:4][C:3]=1[C:12]([O:14][CH2:15][CH3:16])=[O:13].[F:17][C:18]([F:27])([F:26])C1C=CC(N)=CC=1. Given the product [OH:1][C:2]1[C:11]2[C:6](=[CH:7][CH:8]=[C:9]([C:18]([F:27])([F:26])[F:17])[CH:10]=2)[N:5]=[CH:4][C:3]=1[C:12]([O:14][CH2:15][CH3:16])=[O:13], predict the reactants needed to synthesize it.